This data is from Forward reaction prediction with 1.9M reactions from USPTO patents (1976-2016). The task is: Predict the product of the given reaction. (1) Given the reactants [CH3:1][O:2][C:3]1[CH:8]=[CH:7][N:6]=[C:5]2[NH:9][CH:10]=[CH:11][C:4]=12.[CH3:12][O:13][C:14](=[O:30])[C:15](=[CH:23][C:24]1[CH:29]=[CH:28][CH:27]=[CH:26][CH:25]=1)[C:16]([O:18][C:19]([CH3:22])([CH3:21])[CH3:20])=[O:17], predict the reaction product. The product is: [CH3:12][O:13][C:14](=[O:30])[CH:15]([CH:23]([N:9]1[C:5]2=[N:6][CH:7]=[CH:8][C:3]([O:2][CH3:1])=[C:4]2[CH:11]=[CH:10]1)[C:24]1[CH:25]=[CH:26][CH:27]=[CH:28][CH:29]=1)[C:16]([O:18][C:19]([CH3:21])([CH3:22])[CH3:20])=[O:17]. (2) Given the reactants C[O:2][C:3](=[O:22])[C:4]1[CH:9]=[CH:8][C:7]([CH:10]=[CH:11][C:12]2[C:20]3[C:15](=[CH:16][CH:17]=[CH:18][CH:19]=3)[NH:14][N:13]=2)=[C:6]([NH2:21])[CH:5]=1.C(N(CC)CC)C.[C:30](Cl)(=[O:37])[C:31]1[CH:36]=[CH:35][CH:34]=[CH:33][CH:32]=1.[OH-].[Na+].Cl, predict the reaction product. The product is: [NH:14]1[C:15]2[C:20](=[CH:19][CH:18]=[CH:17][CH:16]=2)[C:12](/[CH:11]=[CH:10]/[C:7]2[CH:8]=[CH:9][C:4]([C:3]([OH:2])=[O:22])=[CH:5][C:6]=2[NH:21][C:30](=[O:37])[C:31]2[CH:36]=[CH:35][CH:34]=[CH:33][CH:32]=2)=[N:13]1. (3) Given the reactants [CH:1]1([CH2:7][CH:8]=O)[CH2:6][CH2:5][CH2:4][CH2:3][CH2:2]1.[Si]([C:14]#[N:15])(C)(C)C.[C:16]([N:23]1[CH2:28][CH2:27][NH:26][CH2:25][CH2:24]1)([O:18][C:19]([CH3:22])([CH3:21])[CH3:20])=[O:17], predict the reaction product. The product is: [C:19]([O:18][C:16]([N:23]1[CH2:28][CH2:27][N:26]([CH:8]([C:14]#[N:15])[CH2:7][CH:1]2[CH2:2][CH2:3][CH2:4][CH2:5][CH2:6]2)[CH2:25][CH2:24]1)=[O:17])([CH3:22])([CH3:20])[CH3:21]. (4) Given the reactants [OH:1][CH:2]1[CH:7]([C:8]2[CH:13]=[CH:12][C:11]([O:14][CH2:15][CH2:16][CH2:17][CH2:18][C:19]3[CH:24]=[CH:23][CH:22]=[CH:21][CH:20]=3)=[CH:10][CH:9]=2)[CH2:6][CH2:5][N:4]([C:25]([O:27][C:28]([CH3:31])([CH3:30])[CH3:29])=[O:26])[CH2:3]1.Cl[CH2:33][C:34]1[CH:43]=[C:42]([O:44][CH3:45])[C:41]2[C:36](=[CH:37][CH:38]=[CH:39][CH:40]=2)[C:35]=1[O:46][CH3:47], predict the reaction product. The product is: [CH3:47][O:46][C:35]1[C:36]2[C:41](=[CH:40][CH:39]=[CH:38][CH:37]=2)[C:42]([O:44][CH3:45])=[CH:43][C:34]=1[CH2:33][O:1][CH:2]1[CH:7]([C:8]2[CH:9]=[CH:10][C:11]([O:14][CH2:15][CH2:16][CH2:17][CH2:18][C:19]3[CH:20]=[CH:21][CH:22]=[CH:23][CH:24]=3)=[CH:12][CH:13]=2)[CH2:6][CH2:5][N:4]([C:25]([O:27][C:28]([CH3:31])([CH3:30])[CH3:29])=[O:26])[CH2:3]1. (5) Given the reactants [Br:1][C:2]1[CH:7]=[CH:6][C:5]([O:8][CH3:9])=[CH:4][C:3]=1[Cl:10].[S:11]([Cl:15])(=O)(=[O:13])[OH:12], predict the reaction product. The product is: [Br:1][C:2]1[C:3]([Cl:10])=[CH:4][C:5]([O:8][CH3:9])=[C:6]([S:11]([Cl:15])(=[O:13])=[O:12])[CH:7]=1.